Dataset: Full USPTO retrosynthesis dataset with 1.9M reactions from patents (1976-2016). Task: Predict the reactants needed to synthesize the given product. (1) Given the product [NH2:1][C:4]1[C:5]2[NH:12][CH:11]=[C:10]([C@H:13]3[C@H:17]([O:18][C:19](=[O:32])[C@@H:20]([NH:24][C:25]([O:27][C:28]([CH3:31])([CH3:29])[CH3:30])=[O:26])[CH:21]([CH3:23])[CH3:22])[C@H:16]([OH:33])[C@@H:15]([CH2:34][O:35][C:36]([C:43]4[CH:44]=[CH:45][CH:46]=[CH:47][CH:48]=4)([C:37]4[CH:42]=[CH:41][CH:40]=[CH:39][CH:38]=4)[C:49]4[CH:54]=[CH:53][CH:52]=[CH:51][CH:50]=4)[N:14]3[C:55]([O:57][C:58]([CH3:59])([CH3:60])[CH3:61])=[O:56])[C:6]=2[N:7]=[CH:8][N:9]=1.[NH2:1][C:4]1[C:5]2[NH:12][CH:11]=[C:10]([C@H:13]3[C@H:17]([OH:18])[C@H:16]([O:33][C:19](=[O:18])[C@@H:20]([NH:24][C:25]([O:27][C:28]([CH3:29])([CH3:31])[CH3:30])=[O:26])[CH:21]([CH3:23])[CH3:22])[C@@H:15]([CH2:34][O:35][C:36]([C:43]4[CH:48]=[CH:47][CH:46]=[CH:45][CH:44]=4)([C:49]4[CH:50]=[CH:51][CH:52]=[CH:53][CH:54]=4)[C:37]4[CH:42]=[CH:41][CH:40]=[CH:39][CH:38]=4)[N:14]3[C:55]([O:57][C:58]([CH3:59])([CH3:60])[CH3:61])=[O:56])[C:6]=2[N:7]=[CH:8][N:9]=1, predict the reactants needed to synthesize it. The reactants are: [N:1]([C:4]1[C:5]2[NH:12][CH:11]=[C:10]([C@H:13]3[C@H:17]([O:18][C:19](=[O:32])[C@@H:20]([NH:24][C:25]([O:27][C:28]([CH3:31])([CH3:30])[CH3:29])=[O:26])[CH:21]([CH3:23])[CH3:22])[C@H:16]([OH:33])[C@@H:15]([CH2:34][O:35][C:36]([C:49]4[CH:54]=[CH:53][CH:52]=[CH:51][CH:50]=4)([C:43]4[CH:48]=[CH:47][CH:46]=[CH:45][CH:44]=4)[C:37]4[CH:42]=[CH:41][CH:40]=[CH:39][CH:38]=4)[N:14]3[C:55]([O:57][C:58]([CH3:61])([CH3:60])[CH3:59])=[O:56])[C:6]=2[N:7]=[CH:8][N:9]=1)=[N+]=[N-]. (2) Given the product [NH2:27][C:25]1[CH:24]=[N:23][N:22]([C:16]2[C:15]([NH:14][S:11]([C:8]3[CH:9]=[CH:10][C:5]([C:1]([CH3:3])([CH3:2])[CH3:4])=[CH:6][CH:7]=3)(=[O:12])=[O:13])=[CH:20][C:19]([Cl:21])=[CH:18][N:17]=2)[CH:26]=1, predict the reactants needed to synthesize it. The reactants are: [C:1]([C:5]1[CH:10]=[CH:9][C:8]([S:11]([NH:14][C:15]2[C:16]([N:22]3[CH:26]=[C:25]([N+:27]([O-])=O)[CH:24]=[N:23]3)=[N:17][CH:18]=[C:19]([Cl:21])[CH:20]=2)(=[O:13])=[O:12])=[CH:7][CH:6]=1)([CH3:4])([CH3:3])[CH3:2].